Dataset: Human Reference Interactome with 51,813 positive PPI pairs across 8,248 proteins, plus equal number of experimentally-validated negative pairs. Task: Binary Classification. Given two protein amino acid sequences, predict whether they physically interact or not. (1) Protein 1 (ENSG00000140280) has sequence MADSSPALSLREGGPRAPRPSAPSPPPRSRSGSESEEAELSLSLARTKTRSYGSTASVRAPLGAGVIERHVEHRVRAGDTLQGIALKYGVTMEQIKRANKLFTNDCIFLKKTLNIPVISEKPLLFNGLNSIDSPENETADNSFSQEEEPVVAGEDLPPPSPQESDVQPVQPEEVSARDFLQRLDLQIKLSTQAAKKLKEESRDEESPYATSLYHS*MEQIKRANKLFTNDCIFLKKTLNIPVISEKPLLFNGLNSIDSPENETADNSFSQEEEPVVAGEDLPPPSPQESDVQPVQPEEVS.... Protein 2 (ENSG00000104140) has sequence MPPRELSEAEPPPLRAPTPPPRRRSAPPELGIKCVLVGDGAVGKSSLIVSYTCNGYPARYRPTALDTFSVQVLVDGAPVRIELWDTAGQEDFDRLRSLCYPDTDVFLACFSVVQPSSFQNITEKWLPEIRTHNPQAPVLLVGTQADLRDDVNVLIQLDQGGREGPVPQPQAQGLAEKIRACCYLECSALTQKNLKEVFDSAILSAIEHKARLEKKLNAKGVRTLSRCRWKKFFCFV*. Result: 0 (the proteins do not interact). (2) Protein 1 (ENSG00000135409) has sequence MLGSLGLWALLPTAVEAPPNRRTCVFFEAPGVRGSTKTLGELLDTGTELPRAIRCLYSRCCFGIWNLTQDRAQVEMQGCRDSDEPGCESLHCDPSPRAHPSPGSTLFTCSCGTDFCNANYSHLPPPGSPGTPGSQGPQAAPGESIWMALVLLGLFLLLLLLLGSIILALLQRKNYRVRGEPVPEPRPDSGRDWSVELQELPELCFSQVIREGGHAVVWAGQLQGKLVAIKAFPPRSVAQFQAERALYELPGLQHDHIVRFITASRGGPGRLLSGPLLVLELHPKGSLCHYLTQYTSDWGS.... Protein 2 (ENSG00000104722) has sequence MSYTLDSLGNPSAYRRVTETRSSFSRVSGSPSSGFRSQSWSRGSPSTVSSSYKRSMLAPRLAYSSAMLSSAESSLDFSQSSSLLNGGSGPGGDYKLSRSNEKEQLQGLNDRFAGYIEKVHYLEQQNKEIEAEIQALRQKQASHAQLGDAYDQEIRELRATLEMVNHEKAQVQLDSDHLEEDIHRLKERFEEEARLRDDTEAAIRALRKDIEEASLVKVELDKKVQSLQDEVAFLRSNHEEEVADLLAQIQASHITVERKDYLKTDISTALKEIRSQLESHSDQNMHQAEEWFKCRYAKLT.... Result: 0 (the proteins do not interact).